From a dataset of Clinical trial toxicity outcomes and FDA approval status for drugs. Regression/Classification. Given a drug SMILES string, predict its toxicity properties. Task type varies by dataset: regression for continuous values (e.g., LD50, hERG inhibition percentage) or binary classification for toxic/non-toxic outcomes (e.g., AMES mutagenicity, cardiotoxicity, hepatotoxicity). Dataset: clintox. (1) The molecule is CN1CC[NH+](CCCN2c3ccccc3Sc3ccc(Cl)cc32)CC1. The result is 0 (passed clinical trial). (2) The molecule is [NH3+]CCS. The result is 0 (passed clinical trial). (3) The compound is C[NH2+]C(C)C1CCC([NH3+])C(OC2C([NH3+])CC([NH3+])C(OC3OCC(C)(O)C([NH2+]C)C3O)C2O)O1. The result is 0 (passed clinical trial).